Task: Predict the reactants needed to synthesize the given product.. Dataset: Full USPTO retrosynthesis dataset with 1.9M reactions from patents (1976-2016) (1) Given the product [NH2:24][C:22]1[N:21]=[CH:20][N:19]=[C:18]2[N:17]([C@@H:25]3[CH2:30][CH2:29][CH2:28][N:27]([C:38](=[O:41])[CH:39]=[CH2:40])[CH2:26]3)[N:16]=[C:15]([C:4]3[CH:5]=[CH:6][C:7]([O:8][C:9]4[CH:10]=[CH:11][CH:12]=[CH:13][CH:14]=4)=[C:2]([Cl:1])[CH:3]=3)[C:23]=12, predict the reactants needed to synthesize it. The reactants are: [Cl:1][C:2]1[CH:3]=[C:4]([C:15]2[C:23]3[C:18](=[N:19][CH:20]=[N:21][C:22]=3[NH2:24])[N:17]([C@@H:25]3[CH2:30][CH2:29][CH2:28][NH:27][CH2:26]3)[N:16]=2)[CH:5]=[CH:6][C:7]=1[O:8][C:9]1[CH:14]=[CH:13][CH:12]=[CH:11][CH:10]=1.CCN(CC)CC.[C:38](Cl)(=[O:41])[CH:39]=[CH2:40].O. (2) Given the product [OH:29][CH:28]([C:22]1[CH:27]=[CH:26][CH:25]=[CH:24][CH:23]=1)[CH2:30][N:1]1[CH2:2][CH2:3][C:4]2([O:11][C:10]3[C:12]4[C:17]([C:18](=[O:21])[C:19](=[O:20])[C:9]=3[S:8][CH2:7]2)=[CH:16][CH:15]=[CH:14][CH:13]=4)[CH2:5][CH2:6]1, predict the reactants needed to synthesize it. The reactants are: [NH:1]1[CH2:6][CH2:5][C:4]2([O:11][C:10]3[C:12]4[C:17]([C:18](=[O:21])[C:19](=[O:20])[C:9]=3[S:8][CH2:7]2)=[CH:16][CH:15]=[CH:14][CH:13]=4)[CH2:3][CH2:2]1.[C:22]1([CH:28]2[CH2:30][O:29]2)[CH:27]=[CH:26][CH:25]=[CH:24][CH:23]=1. (3) Given the product [F:32][C:31]([F:34])([F:33])[C:29]([OH:35])=[O:30].[CH2:11]1[C:10]2([CH2:27][CH2:28][NH:8][CH2:9]2)[CH2:13][CH:12]1[N:14]1[CH2:15][CH2:16][CH:17]([C:20]([NH:21][C:22]([CH3:25])([CH3:24])[CH3:23])=[O:26])[CH2:18][CH2:19]1, predict the reactants needed to synthesize it. The reactants are: C(OC([N:8]1[CH2:28][CH2:27][C:10]2([CH2:13][CH:12]([N:14]3[CH2:19][CH2:18][CH:17]([C:20](=[O:26])[NH:21][C:22]([CH3:25])([CH3:24])[CH3:23])[CH2:16][CH2:15]3)[CH2:11]2)[CH2:9]1)=O)(C)(C)C.[C:29]([OH:35])([C:31]([F:34])([F:33])[F:32])=[O:30]. (4) Given the product [CH2:1]([C:4]1[C:13]([N:14]([CH2:21][CH3:22])[CH:15]2[CH2:20][CH2:19][O:18][CH2:17][CH2:16]2)=[CH:12][CH:11]=[CH:10][C:5]=1[C:6]([OH:8])=[O:7])[CH:2]=[CH2:3], predict the reactants needed to synthesize it. The reactants are: [CH2:1]([C:4]1[C:13]([N:14]([CH2:21][CH3:22])[CH:15]2[CH2:20][CH2:19][O:18][CH2:17][CH2:16]2)=[CH:12][CH:11]=[CH:10][C:5]=1[C:6]([O:8]C)=[O:7])[CH:2]=[CH2:3].[OH-].[Na+]. (5) Given the product [Cl:1][C:2]1[C:3]2[C:10]([CH3:11])=[CH:9][N:8]([CH2:13][CH:14]3[CH2:19][CH2:18][N:17]([C:20]([O:22][C:23]([CH3:24])([CH3:26])[CH3:25])=[O:21])[CH2:16][CH2:15]3)[C:4]=2[N:5]=[CH:6][N:7]=1, predict the reactants needed to synthesize it. The reactants are: [Cl:1][C:2]1[C:3]2[C:10]([CH3:11])=[CH:9][NH:8][C:4]=2[N:5]=[CH:6][N:7]=1.Br[CH2:13][CH:14]1[CH2:19][CH2:18][N:17]([C:20]([O:22][C:23]([CH3:26])([CH3:25])[CH3:24])=[O:21])[CH2:16][CH2:15]1.C([O-])([O-])=O.[Cs+].[Cs+]. (6) Given the product [Br:1][C:2]1[C:3]([O:12][CH3:13])=[CH:4][C:27]([C:26]([O:29][CH3:30])=[O:28])=[CH:9][C:10]=1[O:24][CH3:25], predict the reactants needed to synthesize it. The reactants are: [Br:1][C:2]1[C:10](O)=[CH:9]C(C(O)=O)=[CH:4][C:3]=1[OH:12].[C:13](=O)([O-])[O-].[K+].[K+].S([O:24][CH3:25])(OC)(=O)=O.[C:26]([O:29][CH2:30]C)(=[O:28])[CH3:27]. (7) Given the product [F:48][C:17]1[CH:18]=[CH:2][CH:3]=[CH:4][C:5]=1[CH2:6][C:7]1[S:11]/[C:10](=[N:12]\[C:28]([C:22]23[CH2:23][CH:24]4[CH2:27][CH:20]([CH2:19][CH:26]2[CH2:25]4)[CH2:21]3)=[O:30])/[N:9]([CH2:13][CH2:14][O:15][CH3:16])[CH:8]=1, predict the reactants needed to synthesize it. The reactants are: F[C:2]1[CH:18]=[CH:17][C:5]([CH2:6][C:7]2[S:11][C:10](=[NH:12])[N:9]([CH2:13][CH2:14][O:15][CH3:16])[CH:8]=2)=[CH:4][CH:3]=1.[CH2:19]1[CH:26]2[C:22]3([C:28]([OH:30])=O)[CH2:23][CH:24]([CH2:27][CH:20]1[CH2:21]3)[CH2:25]2.CN(C(ON1N=NC2C=CC=NC1=2)=[N+](C)C)C.[F:48][P-](F)(F)(F)(F)F.C(N(CC)CC)C. (8) Given the product [N:34]1([C:17](=[O:19])[CH2:16][S:15][C:12]2[CH:13]=[CH:14][C:9]3[N:10]([C:6]([C:2]4[S:1][CH:5]=[CH:4][CH:3]=4)=[N:7][N:8]=3)[N:11]=2)[CH2:29][CH2:30][CH2:31][CH2:32][CH2:33]1, predict the reactants needed to synthesize it. The reactants are: [S:1]1[CH:5]=[CH:4][CH:3]=[C:2]1[C:6]1[N:10]2[N:11]=[C:12]([S:15][CH2:16][C:17]([OH:19])=O)[CH:13]=[CH:14][C:9]2=[N:8][N:7]=1.CN(C(ON1N=N[C:30]2[CH:31]=[CH:32][CH:33]=[N:34][C:29]1=2)=[N+](C)C)C.F[P-](F)(F)(F)(F)F.N1CCCCC1.CCN(C(C)C)C(C)C. (9) Given the product [C:1]([C:4]1[C:12]2[C:7](=[CH:8][CH:9]=[C:10]([O:13][C:14]3[N:15]=[CH:16][C:17]([Br:20])=[CH:18][N:19]=3)[CH:11]=2)[N:6]([CH2:21][C:22]([N:43]2[C@H:42]([C:40]([NH:39][C:35]3[C:34]([F:48])=[C:33]([C:28]4[CH:29]=[CH:30][CH:31]=[CH:32][C:27]=4[Cl:26])[CH:38]=[CH:37][CH:36]=3)=[O:41])[CH2:47][C@@H:46]3[C@H:44]2[CH2:45]3)=[O:23])[CH:5]=1)(=[O:3])[CH3:2], predict the reactants needed to synthesize it. The reactants are: [C:1]([C:4]1[C:12]2[C:7](=[CH:8][CH:9]=[C:10]([O:13][C:14]3[N:19]=[CH:18][C:17]([Br:20])=[CH:16][N:15]=3)[CH:11]=2)[N:6]([CH2:21][C:22](O)=[O:23])[CH:5]=1)(=[O:3])[CH3:2].Cl.[Cl:26][C:27]1[CH:32]=[CH:31][CH:30]=[CH:29][C:28]=1[C:33]1[CH:38]=[CH:37][CH:36]=[C:35]([NH:39][C:40]([C@@H:42]2[CH2:47][C@@H:46]3[C@@H:44]([CH2:45]3)[NH:43]2)=[O:41])[C:34]=1[F:48].CN(C(ON1N=NC2C=CC=NC1=2)=[N+](C)C)C.F[P-](F)(F)(F)(F)F.CCN(C(C)C)C(C)C.